Dataset: Catalyst prediction with 721,799 reactions and 888 catalyst types from USPTO. Task: Predict which catalyst facilitates the given reaction. (1) Reactant: [Cl:1][C:2]1[CH:7]=[CH:6][CH:5]=[CH:4][C:3]=1[C:8]1[C:20](=[O:21])[N:19]([CH3:22])[C:11]2[N:12]=[C:13](S(C)=O)[N:14]=[CH:15][C:10]=2[CH:9]=1.[NH2:23][C:24]1[CH:25]=[C:26]([CH:36]=[CH:37][CH:38]=1)[CH2:27][NH:28][C:29](=[O:35])[O:30][C:31]([CH3:34])([CH3:33])[CH3:32]. Product: [Cl:1][C:2]1[CH:7]=[CH:6][CH:5]=[CH:4][C:3]=1[C:8]1[C:20](=[O:21])[N:19]([CH3:22])[C:11]2[N:12]=[C:13]([NH:23][C:24]3[CH:25]=[C:26]([CH:36]=[CH:37][CH:38]=3)[CH2:27][NH:28][C:29](=[O:35])[O:30][C:31]([CH3:34])([CH3:33])[CH3:32])[N:14]=[CH:15][C:10]=2[CH:9]=1. The catalyst class is: 37. (2) Reactant: [N:1]1([CH2:7][CH2:8][O:9][C:10]2[CH:15]=[CH:14][C:13]([OH:16])=[CH:12][CH:11]=2)[CH2:6][CH2:5][CH2:4][CH2:3][CH2:2]1.C(OC1C=CC(OCC[N:32]2C[CH2:36][CH2:35][CH2:34][CH2:33]2)=CC=1)C1C=CC=CC=1.C(O)C.[C:43]([O:46][CH2:47][CH3:48])(=O)C. The catalyst class is: 45. Product: [N:1]1([CH2:7][CH2:8][O:9][C:10]2[CH:11]=[CH:12][C:13]([O:16][C:43]3[O:46][C:47]4[CH:48]=[CH:36][CH:35]=[CH:34][C:33]=4[N:32]=3)=[CH:14][CH:15]=2)[CH2:2][CH2:3][CH2:4][CH2:5][CH2:6]1. (3) Reactant: [N:1]1[C:10]2[C:5](=[CH:6][CH:7]=[CH:8][CH:9]=2)[C:4]([CH:11]=[O:12])=[CH:3][CH:2]=1.[CH:13]([Mg]Br)=[CH2:14]. The catalyst class is: 1. Product: [N:1]1[C:10]2[C:5](=[CH:6][CH:7]=[CH:8][CH:9]=2)[C:4]([CH:11]([OH:12])[CH:13]=[CH2:14])=[CH:3][CH:2]=1. (4) Reactant: [CH3:1][C:2]1([CH3:16])[C:6]([CH3:8])([CH3:7])[O:5][B:4]([C:9]2[CH:15]=[CH:14][C:12]([NH2:13])=[CH:11][CH:10]=2)[O:3]1.C(N1C=CC=CC1=O)(N1C=CC=CC1=O)=S.[N-:33]=[C:34]=S.[CH3:36][CH:37]([CH3:43])[CH2:38][C:39]([NH:41]N)=[O:40].C(Cl)CCl. Product: [CH2:38]([C:39]1[O:40][C:34]([NH:13][C:12]2[CH:14]=[CH:15][C:9]([B:4]3[O:3][C:2]([CH3:16])([CH3:1])[C:6]([CH3:7])([CH3:8])[O:5]3)=[CH:10][CH:11]=2)=[N:33][N:41]=1)[CH:37]([CH3:43])[CH3:36]. The catalyst class is: 2. (5) Reactant: C(OC([N:8]1[CH2:13][CH:12]2[CH2:14][CH:9]1[CH2:10][N:11]2[C:15]1[CH:20]=[C:19]([C:21]2[CH:26]=[CH:25][N:24]=[C:23]([NH:27][CH:28]([C:30]3[CH:35]=[CH:34][CH:33]=[CH:32][CH:31]=3)[CH3:29])[CH:22]=2)[CH:18]=[CH:17][N:16]=1)=O)(C)(C)C.Cl. Product: [C@H:12]12[CH2:14][C@H:9]([NH:8][CH2:13]1)[CH2:10][N:11]2[C:15]1[CH:20]=[C:19]([C:21]2[CH:26]=[CH:25][N:24]=[C:23]([NH:27][C@H:28]([C:30]3[CH:31]=[CH:32][CH:33]=[CH:34][CH:35]=3)[CH3:29])[CH:22]=2)[CH:18]=[CH:17][N:16]=1. The catalyst class is: 169. (6) Reactant: [CH2:1]([O:3][C:4]([C:6]1[N:7]=[C:8]([C@H:11]([OH:24])[CH2:12][C@@H:13]([NH:17][S@:18]([C:20]([CH3:23])([CH3:22])[CH3:21])=[O:19])[CH:14]([CH3:16])[CH3:15])[S:9][CH:10]=1)=[O:5])[CH3:2].[CH2:25]=O. Product: [CH3:2][CH2:1][O:3][C:4]([C:6]1[N:7]=[C:8]([C@@H:11]2[O:24][CH2:25][N:17]([S:18]([C:20]([CH3:21])([CH3:22])[CH3:23])=[O:19])[CH:13]([CH:14]([CH3:15])[CH3:16])[CH2:12]2)[S:9][CH:10]=1)=[O:5]. The catalyst class is: 11. (7) Reactant: [CH:1]1([NH:6][C:7]2[C:12]([CH:13]=O)=[CH:11][N:10]=[C:9]([S:15][CH3:16])[N:8]=2)[CH2:5][CH2:4][CH2:3][CH2:2]1.C[Si]([N-][Si](C)(C)C)(C)C.[Li+].CCCCCC.[CH3:33][S:34](Cl)(=[O:36])=[O:35]. Product: [CH:1]1([N:6]2[C:7]3[C:12](=[CH:11][N:10]=[C:9]([S:15][CH3:16])[N:8]=3)[CH:13]=[CH:33][S:34]2(=[O:36])=[O:35])[CH2:5][CH2:4][CH2:3][CH2:2]1. The catalyst class is: 1. (8) Reactant: CC1C=CC(S(O[CH2:12][C@@H:13]2[O:19][C:18]3[C:20]([C:25]4[C:30]([Cl:31])=[CH:29][CH:28]=[CH:27][C:26]=4[Cl:32])=[CH:21][C:22]([F:24])=[CH:23][C:17]=3[CH2:16][CH2:15][CH2:14]2)(=O)=O)=CC=1.[N-:33]=[N+:34]=[N-:35].[Na+].C(OCC)(=O)C. Product: [N:33]([CH2:12][C@@H:13]1[O:19][C:18]2[C:20]([C:25]3[C:30]([Cl:31])=[CH:29][CH:28]=[CH:27][C:26]=3[Cl:32])=[CH:21][C:22]([F:24])=[CH:23][C:17]=2[CH2:16][CH2:15][CH2:14]1)=[N+:34]=[N-:35]. The catalyst class is: 3. (9) The catalyst class is: 22. Reactant: [CH2:1]=[C:2]1[CH2:5][N:4]([C:6]([O:8][CH2:9][C:10]2[CH:15]=[CH:14][CH:13]=[CH:12][CH:11]=2)=[O:7])[CH2:3]1.ClC1C=C(C=CC=1)C(OO)=[O:21]. Product: [O:21]1[C:2]2([CH2:5][N:4]([C:6]([O:8][CH2:9][C:10]3[CH:15]=[CH:14][CH:13]=[CH:12][CH:11]=3)=[O:7])[CH2:3]2)[CH2:1]1. (10) Reactant: [Br:1][C:2]1[CH:21]=[CH:20][C:19]([F:22])=[CH:18][C:3]=1[O:4][CH:5]1[CH2:8][N:7]([C:9]2[N:10]=[CH:11][C:12]([C:15](O)=[O:16])=[N:13][CH:14]=2)[CH2:6]1.C[N:24](C(ON1N=NC2C=CC=NC1=2)=[N+](C)C)C.F[P-](F)(F)(F)(F)F.[OH-].[NH4+]. Product: [Br:1][C:2]1[CH:21]=[CH:20][C:19]([F:22])=[CH:18][C:3]=1[O:4][CH:5]1[CH2:8][N:7]([C:9]2[N:10]=[CH:11][C:12]([C:15]([NH2:24])=[O:16])=[N:13][CH:14]=2)[CH2:6]1. The catalyst class is: 3.